Dataset: Forward reaction prediction with 1.9M reactions from USPTO patents (1976-2016). Task: Predict the product of the given reaction. (1) Given the reactants [C:1]([C:5]1[N:10]=[C:9]([N:11]2[CH2:16][CH2:15][N:14]([CH2:17][CH2:18][CH2:19]Cl)[CH2:13][CH2:12]2)[CH:8]=[C:7]([CH:21]2[CH2:24][CH2:23][CH2:22]2)[N:6]=1)([CH3:4])([CH3:3])[CH3:2].[CH3:25][N:26]1[C:30]([SH:31])=[N:29][N:28]=[N:27]1.[OH-].[Li+].[I-].[K+], predict the reaction product. The product is: [C:1]([C:5]1[N:6]=[C:7]([CH:21]2[CH2:24][CH2:23][CH2:22]2)[CH:8]=[C:9]([N:11]2[CH2:16][CH2:15][N:14]([CH2:17][CH2:18][CH2:19][S:31][C:30]3[N:26]([CH3:25])[N:27]=[N:28][N:29]=3)[CH2:13][CH2:12]2)[N:10]=1)([CH3:4])([CH3:3])[CH3:2]. (2) Given the reactants [C:1]([C:3](=[C:7](SC)SC)[C:4]([NH2:6])=O)#[N:2].[CH:12]1[CH:17]=[CH:16][C:15]([CH2:18][C:19]2[CH:24]=[CH:23][C:22]([NH2:25])=[CH:21][CH:20]=2)=[CH:14][CH:13]=1.[OH2:26].[NH2:27][NH2:28].[CH3:29][CH2:30][OH:31], predict the reaction product. The product is: [CH2:18]([C:19]1[CH:20]=[CH:21][C:22]([NH:25][C:7]2[C:3]([C:1]([NH2:2])=[O:26])=[C:4]([NH:6][CH2:18][C:15]3[CH:14]=[CH:13][C:30]([OH:31])=[CH:29][CH:16]=3)[NH:28][N:27]=2)=[CH:23][CH:24]=1)[C:15]1[CH:14]=[CH:13][CH:12]=[CH:17][CH:16]=1. (3) Given the reactants [Cl:1][C:2]1[CH:7]=[CH:6][CH:5]=[C:4]([CH2:8][C:9]2[N:14]=[C:13]([Cl:15])[CH:12]=[C:11]([O:16][CH3:17])[N:10]=2)[C:3]=1[NH:18][S:19]([CH:22]([F:24])[F:23])(=[O:21])=[O:20].C(OCC)(=[O:27])C.O, predict the reaction product. The product is: [Cl:1][C:2]1[CH:7]=[CH:6][CH:5]=[C:4]([C:8]([C:9]2[N:14]=[C:13]([Cl:15])[CH:12]=[C:11]([O:16][CH3:17])[N:10]=2)=[O:27])[C:3]=1[NH:18][S:19]([CH:22]([F:23])[F:24])(=[O:21])=[O:20]. (4) Given the reactants [NH2:1][C:2]1[CH:7]=[C:6]([Cl:8])[CH:5]=[CH:4][C:3]=1[OH:9].[F:10][C:11]1[CH:19]=[CH:18][C:17]([N+:20]([O-:22])=[O:21])=[CH:16][C:12]=1[C:13](Cl)=[O:14], predict the reaction product. The product is: [OH:9][C:3]1[CH:4]=[CH:5][C:6]([Cl:8])=[CH:7][C:2]=1[NH:1][C:13](=[O:14])[C:12]1[CH:16]=[C:17]([N+:20]([O-:22])=[O:21])[CH:18]=[CH:19][C:11]=1[F:10]. (5) The product is: [CH3:29][S:26]([CH2:25][C:22]1[CH:23]=[CH:24][C:19]([C:17]2[CH:18]=[C:13]3[CH2:12][CH:11]([CH:8]4[CH2:9][CH2:10][N:5]([C:3]5[N:4]=[C:31]([CH2:32][CH2:33][CH3:34])[O:1][N:2]=5)[CH2:6][CH2:7]4)[O:30][C:14]3=[CH:15][N:16]=2)=[CH:20][CH:21]=1)(=[O:28])=[O:27]. Given the reactants [OH:1][NH:2][C:3]([N:5]1[CH2:10][CH2:9][CH:8]([CH:11]2[O:30][C:14]3=[CH:15][N:16]=[C:17]([C:19]4[CH:24]=[CH:23][C:22]([CH2:25][S:26]([CH3:29])(=[O:28])=[O:27])=[CH:21][CH:20]=4)[CH:18]=[C:13]3[CH2:12]2)[CH2:7][CH2:6]1)=[NH:4].[C:31](Cl)(=O)[CH2:32][CH2:33][CH3:34], predict the reaction product.